From a dataset of Full USPTO retrosynthesis dataset with 1.9M reactions from patents (1976-2016). Predict the reactants needed to synthesize the given product. (1) Given the product [C:37]([NH:2][C@H:3]1[CH2:8][CH2:7][C@H:6]([NH:9][C:10]([C:12]2[C:16]3[N:17]=[CH:18][N:19]=[C:20]([C:21]4[CH:26]=[C:25]([CH:27]([F:29])[F:28])[CH:24]=[CH:23][C:22]=4[O:30][CH2:31][CH:32]4[CH2:34][CH2:33]4)[C:15]=3[NH:14][C:13]=2[CH3:35])=[O:11])[CH2:5][C@@H:4]1[CH3:36])(=[O:39])[CH3:38], predict the reactants needed to synthesize it. The reactants are: Cl.[NH2:2][C@H:3]1[CH2:8][CH2:7][C@H:6]([NH:9][C:10]([C:12]2[C:16]3[N:17]=[CH:18][N:19]=[C:20]([C:21]4[CH:26]=[C:25]([CH:27]([F:29])[F:28])[CH:24]=[CH:23][C:22]=4[O:30][CH2:31][CH:32]4[CH2:34][CH2:33]4)[C:15]=3[NH:14][C:13]=2[CH3:35])=[O:11])[CH2:5][C@@H:4]1[CH3:36].[C:37](Cl)(=[O:39])[CH3:38]. (2) Given the product [Cl:64][C:61]1[CH:62]=[CH:63][C:58]([C@H:57]2[N:52]3[C:53]([S:54][C:50]([C:48]([N:43]4[CH2:44][C@H:45]([F:47])[CH2:46][C@H:42]4[C:41]([N:40]4[CH2:39][C:36]5([CH2:37][CH2:38]5)[NH:35][CH2:34][C@@H:33]4[CH2:32][OH:31])=[O:77])=[O:49])=[C:51]3[CH:74]([CH3:75])[CH3:76])=[N:55][C@:56]2([C:67]2[CH:68]=[N:69][C:70]([Cl:73])=[CH:71][CH:72]=2)[CH3:66])=[CH:59][C:60]=1[F:65], predict the reactants needed to synthesize it. The reactants are: [F-].C([N+](CCCC)(CCCC)CCCC)CCC.O1CCCC1.[Si]([O:31][CH2:32][C@@H:33]1[N:40]([C:41](=[O:77])[C@@H:42]2[CH2:46][C@@H:45]([F:47])[CH2:44][N:43]2[C:48]([C:50]2[S:54][C:53]3=[N:55][C@:56]([C:67]4[CH:68]=[N:69][C:70]([Cl:73])=[CH:71][CH:72]=4)([CH3:66])[C@@H:57]([C:58]4[CH:63]=[CH:62][C:61]([Cl:64])=[C:60]([F:65])[CH:59]=4)[N:52]3[C:51]=2[CH:74]([CH3:76])[CH3:75])=[O:49])[CH2:39][C:36]2([CH2:38][CH2:37]2)[N:35](C(=O)C(F)(F)F)[CH2:34]1)(C(C)(C)C)(C)C. (3) Given the product [NH2:22][C:13]1[C:12]2=[N:11][N:10]([CH2:23][CH2:24][CH3:25])[C:9]([CH2:8][C:7]([NH:6][S:2]([CH3:1])(=[O:4])=[O:3])([CH3:27])[CH3:26])=[C:21]2[C:20]2[CH:19]=[CH:18][CH:17]=[CH:16][C:15]=2[N:14]=1, predict the reactants needed to synthesize it. The reactants are: [CH3:1][S:2](Cl)(=[O:4])=[O:3].[NH2:6][C:7]([CH3:27])([CH3:26])[CH2:8][C:9]1[N:10]([CH2:23][CH2:24][CH3:25])[N:11]=[C:12]2[C:21]=1[C:20]1[CH:19]=[CH:18][CH:17]=[CH:16][C:15]=1[N:14]=[C:13]2[NH2:22].C(N(CC)CC)C.C(=O)([O-])[O-].[Na+].[Na+]. (4) Given the product [Cl:1][C:2]1[CH:10]=[CH:9][C:8]([C:11]2[C:12]([C@@H:23]([NH:33][C:34](=[O:51])[CH2:35][N:36]3[C:40]4[C:41]([F:45])([F:46])[C@@H:42]5[CH2:44][C@@H:43]5[C:39]=4[C:38]([C:47]([F:50])([F:48])[F:49])=[N:37]3)[CH2:24][C:25]3[CH:26]=[C:27]([F:32])[CH:28]=[C:29]([F:31])[CH:30]=3)=[N:13][C:14]([C:17]#[C:18][C:19]([OH:22])([CH3:20])[CH2:58][O:59][CH3:60])=[CH:15][CH:16]=2)=[C:7]2[C:3]=1[C:4]([NH:53][S:54]([CH3:57])(=[O:56])=[O:55])=[N:5][N:6]2[CH3:52], predict the reactants needed to synthesize it. The reactants are: [Cl:1][C:2]1[CH:10]=[CH:9][C:8]([C:11]2[C:12]([C@@H:23]([NH:33][C:34](=[O:51])[CH2:35][N:36]3[C:40]4[C:41]([F:46])([F:45])[C@@H:42]5[CH2:44][C@@H:43]5[C:39]=4[C:38]([C:47]([F:50])([F:49])[F:48])=[N:37]3)[CH2:24][C:25]3[CH:30]=[C:29]([F:31])[CH:28]=[C:27]([F:32])[CH:26]=3)=[N:13][C:14]([C:17]#[C:18][CH:19]([OH:22])[CH2:20]C)=[CH:15][CH:16]=2)=[C:7]2[C:3]=1[C:4]([NH:53][S:54]([CH3:57])(=[O:56])=[O:55])=[N:5][N:6]2[CH3:52].[CH3:58][O:59][CH2:60]C(C)(O)C#C. (5) Given the product [CH3:1][O:2][C:3]1[C:4](=[O:25])[C:5]([CH3:24])=[C:6]([CH2:12][C:13]2[CH:14]=[CH:15][C:16]([CH2:19][CH2:20][C:21]([NH:33][CH2:26][C:27]3[CH:32]=[CH:31][CH:30]=[CH:29][CH:28]=3)=[O:22])=[CH:17][CH:18]=2)[C:7](=[O:11])[C:8]=1[O:9][CH3:10], predict the reactants needed to synthesize it. The reactants are: [CH3:1][O:2][C:3]1[C:4](=[O:25])[C:5]([CH3:24])=[C:6]([CH2:12][C:13]2[CH:18]=[CH:17][C:16]([CH2:19][CH2:20][C:21](O)=[O:22])=[CH:15][CH:14]=2)[C:7](=[O:11])[C:8]=1[O:9][CH3:10].[CH2:26]([NH2:33])[C:27]1[CH:32]=[CH:31][CH:30]=[CH:29][CH:28]=1.